This data is from Forward reaction prediction with 1.9M reactions from USPTO patents (1976-2016). The task is: Predict the product of the given reaction. (1) Given the reactants [N+:1]([C:4]1[CH:9]=[CH:8][C:7]([CH2:10][CH2:11]O)=[CH:6][CH:5]=1)([O-:3])=[O:2].C(N(S(F)(F)[F:19])CC)C.C(=O)([O-])O.[Na+], predict the reaction product. The product is: [F:19][CH2:11][CH2:10][C:7]1[CH:8]=[CH:9][C:4]([N+:1]([O-:3])=[O:2])=[CH:5][CH:6]=1. (2) Given the reactants [O:1]1[CH:5]=[CH:4][CH:3]=[C:2]1[C:6]1[CH:7]=[C:8]([CH2:12][CH2:13][C:14]2[N:15]=[C:16]([N:21]=[CH:22][N:23]([CH3:25])[CH3:24])[NH:17][C:18](=[O:20])[CH:19]=2)[CH:9]=[CH:10][CH:11]=1.O[CH2:27][CH2:28][NH:29][C:30](=[O:39])[O:31][CH2:32][C:33]1[CH:38]=[CH:37][CH:36]=[CH:35][CH:34]=1.C1(P(C2C=CC=CC=2)C2C=CC=CC=2)C=CC=CC=1.N(C(OCC)=O)=NC(OCC)=O, predict the reaction product. The product is: [CH3:24][N:23](/[CH:22]=[N:21]/[C:16]1[N:17]([CH2:27][CH2:28][NH:29][C:30](=[O:39])[O:31][CH2:32][C:33]2[CH:38]=[CH:37][CH:36]=[CH:35][CH:34]=2)[C:18](=[O:20])[CH:19]=[C:14]([CH2:13][CH2:12][C:8]2[CH:9]=[CH:10][CH:11]=[C:6]([C:2]3[O:1][CH:5]=[CH:4][CH:3]=3)[CH:7]=2)[N:15]=1)[CH3:25]. (3) Given the reactants [Br:1][C:2]1[CH:3]=[C:4]2[C:9](=[CH:10][CH:11]=1)[N:8]=[CH:7][C:6]([C:12](=[O:14])[CH3:13])=[C:5]2[NH:15][C:16]1[CH:21]=[CH:20][C:19]([CH2:22][N:23]2[CH2:27][CH2:26][CH2:25][CH2:24]2)=[CH:18][CH:17]=1.[Cl:28][C:29]1[CH:34]=[C:33](B2OC(C)(C)C(C)(C)O2)[CH:32]=[C:31]([Cl:44])[C:30]=1[OH:45], predict the reaction product. The product is: [BrH:1].[Cl:44][C:31]1[CH:32]=[C:33]([C:2]2[CH:3]=[C:4]3[C:9](=[CH:10][CH:11]=2)[N:8]=[CH:7][C:6]([C:12](=[O:14])[CH3:13])=[C:5]3[NH:15][C:16]2[CH:21]=[CH:20][C:19]([CH2:22][N:23]3[CH2:27][CH2:26][CH2:25][CH2:24]3)=[CH:18][CH:17]=2)[CH:34]=[C:29]([Cl:28])[C:30]=1[OH:45]. (4) Given the reactants [Cl:1][C:2]1[C:11]2[C:6](=[CH:7][CH:8]=[CH:9][C:10]=2[O:12][CH:13]2[CH2:18][CH2:17][N:16]([CH3:19])[CH2:15][CH2:14]2)[N:5]=[CH:4][N:3]=1.[C:20]([C:22]1[CH:23]=[C:24]([CH:26]=[CH:27][C:28]=1[O:29][CH2:30][C:31]1[CH:36]=[CH:35][CH:34]=[CH:33][C:32]=1[F:37])[NH2:25])#[CH:21], predict the reaction product. The product is: [ClH:1].[C:20]([C:22]1[CH:23]=[C:24]([CH:26]=[CH:27][C:28]=1[O:29][CH2:30][C:31]1[CH:36]=[CH:35][CH:34]=[CH:33][C:32]=1[F:37])[NH:25][C:2]1[C:11]2[C:6](=[CH:7][CH:8]=[CH:9][C:10]=2[O:12][CH:13]2[CH2:18][CH2:17][N:16]([CH3:19])[CH2:15][CH2:14]2)[N:5]=[CH:4][N:3]=1)#[CH:21]. (5) Given the reactants [CH3:1][O:2][C:3](=[O:21])[CH2:4][CH2:5][C:6]1[CH:11]=[CH:10][C:9]([O:12][C:13]2[CH:18]=[CH:17][CH:16]=[C:15](Br)[CH:14]=2)=[CH:8][C:7]=1[CH3:20].[Cl:22][C:23]1[CH:28]=[CH:27][C:26]([OH:29])=[C:25]([O:30][C:31]2[CH:36]=[CH:35][CH:34]=[CH:33][CH:32]=2)[CH:24]=1.C(=O)([O-])[O-].[Cs+].[Cs+].CC(C)(C(=O)CC(=O)C(C)(C)C)C, predict the reaction product. The product is: [CH3:1][O:2][C:3](=[O:21])[CH2:4][CH2:5][C:6]1[CH:11]=[CH:10][C:9]([O:12][C:13]2[CH:18]=[CH:17][CH:16]=[C:15]([O:29][C:26]3[CH:27]=[CH:28][C:23]([Cl:22])=[CH:24][C:25]=3[O:30][C:31]3[CH:36]=[CH:35][CH:34]=[CH:33][CH:32]=3)[CH:14]=2)=[CH:8][C:7]=1[CH3:20]. (6) The product is: [CH3:1][C:2]1[C:10]([C:11]2[S:12][C:13]([C:24]([O:26][CH3:27])=[O:25])=[C:14]([CH2:33][CH:29]=[CH2:28])[N:15]=2)=[C:5]2[CH:6]=[CH:7][CH:8]=[CH:9][N:4]2[N:3]=1. Given the reactants [CH3:1][C:2]1[C:10]([C:11]2[S:12][C:13]([C:24]([O:26][CH3:27])=[O:25])=[C:14](OS(C(F)(F)F)(=O)=O)[N:15]=2)=[C:5]2[CH:6]=[CH:7][CH:8]=[CH:9][N:4]2[N:3]=1.[CH3:28][C:29]1(C)[C:33](C)(C)OB(CC=C)O1.C(=O)([O-])[O-].[Cs+].[Cs+].COCCOC, predict the reaction product. (7) Given the reactants C(=O)([O-])[O-].[K+].[K+].[C:7]([O:11][C:12]([NH:14][C@@:15]1([C:50]([O:52][C:53]([CH3:56])([CH3:55])[CH3:54])=[O:51])[C@H:20]([O:21][CH2:22][C:23]2[CH:28]=[CH:27][C:26]([Cl:29])=[C:25]([Cl:30])[CH:24]=2)[C@@H:19]([O:31]C(C2C=CC([N+]([O-])=O)=CC=2)=O)[C@@H:18]2[C@H:16]1[C@H:17]2[C:43]([O:45][C:46]([CH3:49])([CH3:48])[CH3:47])=[O:44])=[O:13])([CH3:10])([CH3:9])[CH3:8].CO, predict the reaction product. The product is: [C:7]([O:11][C:12]([NH:14][C@@:15]1([C:50]([O:52][C:53]([CH3:56])([CH3:55])[CH3:54])=[O:51])[C@H:20]([O:21][CH2:22][C:23]2[CH:28]=[CH:27][C:26]([Cl:29])=[C:25]([Cl:30])[CH:24]=2)[C@@H:19]([OH:31])[C@@H:18]2[C@H:16]1[C@H:17]2[C:43]([O:45][C:46]([CH3:48])([CH3:47])[CH3:49])=[O:44])=[O:13])([CH3:10])([CH3:8])[CH3:9]. (8) Given the reactants [CH2:1]([O:3][C:4]([C:6]1[N:7]=[C:8]([S:15][CH3:16])[NH:9][C:10](=[O:14])[C:11]=1[O:12][CH3:13])=[O:5])[CH3:2].[H-].[Na+].I[CH3:20], predict the reaction product. The product is: [CH2:1]([O:3][C:4]([C:6]1[N:7]=[C:8]([S:15][CH3:16])[N:9]([CH3:20])[C:10](=[O:14])[C:11]=1[O:12][CH3:13])=[O:5])[CH3:2]. (9) Given the reactants [CH3:1][O:2][Si:3]([CH2:8][CH2:9][C:10]1[CH:15]=[CH:14][CH:13]=[CH:12][N:11]=1)([O:6][CH3:7])[O:4][CH3:5].[F:16][C:17]([F:23])([F:22])[C:18]([O:20]C)=[O:19], predict the reaction product. The product is: [F:16][C:17]([F:23])([F:22])[C:18]([O-:20])=[O:19].[CH3:1][O:2][Si:3]([CH2:8][CH2:9][C:10]1[CH:15]=[CH:14][CH:13]=[CH:12][N+:11]=1[CH3:17])([O:6][CH3:7])[O:4][CH3:5]. (10) Given the reactants [CH2:1]([N:3]1[C:7]([O:8][C:9]2[CH:14]=[CH:13][C:12]([C:15]([F:18])([F:17])[F:16])=[CH:11][CH:10]=2)=[CH:6][C:5]([C:19]2[CH:20]=[C:21]([C:25]([NH:28][S:29]([CH2:32][C:33]([F:36])([F:35])[F:34])(=[O:31])=[O:30])([CH3:27])[CH3:26])[CH:22]=[CH:23][CH:24]=2)=[N:4]1)[CH3:2].C(Cl)Cl.C1C(=O)N([I:47])C(=O)C1, predict the reaction product. The product is: [CH2:1]([N:3]1[C:7]([O:8][C:9]2[CH:14]=[CH:13][C:12]([C:15]([F:18])([F:17])[F:16])=[CH:11][CH:10]=2)=[C:6]([I:47])[C:5]([C:19]2[CH:20]=[C:21]([C:25]([NH:28][S:29]([CH2:32][C:33]([F:36])([F:34])[F:35])(=[O:30])=[O:31])([CH3:27])[CH3:26])[CH:22]=[CH:23][CH:24]=2)=[N:4]1)[CH3:2].